Dataset: Catalyst prediction with 721,799 reactions and 888 catalyst types from USPTO. Task: Predict which catalyst facilitates the given reaction. (1) Reactant: [CH3:1][C:2]1[C:3]([O:19][CH:20]([CH3:22])[CH3:21])=[CH:4][C:5]([C:13]2[CH:14]=[N:15][N:16]([CH3:18])[CH:17]=2)=[C:6]2[C:11]=1[C:10](=[O:12])[NH:9][CH:8]=[CH:7]2. Product: [CH3:1][C:2]1[C:3]([O:19][CH:20]([CH3:22])[CH3:21])=[CH:4][C:5]([C:13]2[CH:14]=[N:15][N:16]([CH3:18])[CH:17]=2)=[C:6]2[C:11]=1[C:10](=[O:12])[NH:9][CH2:8][CH2:7]2. The catalyst class is: 50. (2) Reactant: B(Br)(Br)Br.[CH2:5]([N:12]1[C:20]2[C:15](=[CH:16][CH:17]=[CH:18][CH:19]=2)[C:14]([C:21]([N:23]([CH2:25][C:26]2[CH:31]=[CH:30][C:29]([C:32]3[CH:37]=[CH:36][C:35]([O:38]C)=[C:34]([Br:40])[CH:33]=3)=[CH:28][CH:27]=2)[CH3:24])=[O:22])=[CH:13]1)[C:6]1[CH:11]=[CH:10][CH:9]=[CH:8][CH:7]=1.C(=O)=O.CC(C)=O.O. Product: [CH2:5]([N:12]1[C:20]2[C:15](=[CH:16][CH:17]=[CH:18][CH:19]=2)[C:14]([C:21]([N:23]([CH2:25][C:26]2[CH:31]=[CH:30][C:29]([C:32]3[CH:37]=[CH:36][C:35]([OH:38])=[C:34]([Br:40])[CH:33]=3)=[CH:28][CH:27]=2)[CH3:24])=[O:22])=[CH:13]1)[C:6]1[CH:7]=[CH:8][CH:9]=[CH:10][CH:11]=1. The catalyst class is: 2.